Task: Predict which catalyst facilitates the given reaction.. Dataset: Catalyst prediction with 721,799 reactions and 888 catalyst types from USPTO (1) Reactant: [C:1]([N:4]1[C@@H:13]([CH:14]2[CH2:16][CH2:15]2)[C@H:12]([CH3:17])[C@@H:11]([NH:18][C:19]2[CH:24]=[CH:23][CH:22]=[CH:21][CH:20]=2)[C:10]2[N:9]=[C:8]([N:25]3[CH2:30][CH2:29][N:28](C(OC(C)(C)C)=O)[CH2:27][CH2:26]3)[CH:7]=[CH:6][C:5]1=2)(=[O:3])[CH3:2].Cl. Product: [CH:14]1([C@H:13]2[C@H:12]([CH3:17])[C@@H:11]([NH:18][C:19]3[CH:24]=[CH:23][CH:22]=[CH:21][CH:20]=3)[C:10]3[C:5](=[CH:6][CH:7]=[C:8]([N:25]4[CH2:30][CH2:29][NH:28][CH2:27][CH2:26]4)[N:9]=3)[N:4]2[C:1](=[O:3])[CH3:2])[CH2:15][CH2:16]1. The catalyst class is: 12. (2) Reactant: [C:1]([O:5][C:6]([N:8]1[CH2:12][CH2:11][CH2:10][CH:9]1[C:13]([OH:15])=[O:14])=[O:7])([CH3:4])([CH3:3])[CH3:2].[C:16](=O)([O-])[O-].[K+].[K+].CI.O. Product: [CH3:16][O:14][C:13]([CH:9]1[CH2:10][CH2:11][CH2:12][N:8]1[C:6]([O:5][C:1]([CH3:4])([CH3:2])[CH3:3])=[O:7])=[O:15]. The catalyst class is: 3.